Task: Regression. Given a peptide amino acid sequence and an MHC pseudo amino acid sequence, predict their binding affinity value. This is MHC class I binding data.. Dataset: Peptide-MHC class I binding affinity with 185,985 pairs from IEDB/IMGT (1) The peptide sequence is AEMVAKYDL. The MHC is HLA-A80:01 with pseudo-sequence HLA-A80:01. The binding affinity (normalized) is 0.0847. (2) The peptide sequence is HVLSLVFGK. The MHC is HLA-B18:01 with pseudo-sequence HLA-B18:01. The binding affinity (normalized) is 0.213. (3) The peptide sequence is EETLLTTWL. The MHC is HLA-A11:01 with pseudo-sequence HLA-A11:01. The binding affinity (normalized) is 0.0847. (4) The peptide sequence is ISEDMHTDK. The MHC is HLA-B08:03 with pseudo-sequence HLA-B08:03. The binding affinity (normalized) is 0.0847. (5) The peptide sequence is RSLYNTIATLY. The MHC is HLA-A26:02 with pseudo-sequence HLA-A26:02. The binding affinity (normalized) is 0.369. (6) The peptide sequence is CTDPPLLSV. The MHC is HLA-A26:01 with pseudo-sequence HLA-A26:01. The binding affinity (normalized) is 0.0847.